Dataset: Peptide-MHC class II binding affinity with 134,281 pairs from IEDB. Task: Regression. Given a peptide amino acid sequence and an MHC pseudo amino acid sequence, predict their binding affinity value. This is MHC class II binding data. (1) The peptide sequence is MAFLRSVSRLAAAVF. The MHC is HLA-DPA10301-DPB10402 with pseudo-sequence HLA-DPA10301-DPB10402. The binding affinity (normalized) is 0.795. (2) The peptide sequence is AMYMALIAAFSIRPGK. The MHC is DRB3_0202 with pseudo-sequence DRB3_0202. The binding affinity (normalized) is 0. (3) The peptide sequence is AFKVAAEAANAAPAN. The MHC is DRB1_1001 with pseudo-sequence DRB1_1001. The binding affinity (normalized) is 0.750. (4) The peptide sequence is MGGLWKYLNAVSLCI. The MHC is HLA-DQA10303-DQB10402 with pseudo-sequence HLA-DQA10303-DQB10402. The binding affinity (normalized) is 0. (5) The peptide sequence is QFRRVKCKYPEGTKV. The MHC is HLA-DPA10103-DPB10401 with pseudo-sequence HLA-DPA10103-DPB10401. The binding affinity (normalized) is 0.0521.